The task is: Predict the reactants needed to synthesize the given product.. This data is from Full USPTO retrosynthesis dataset with 1.9M reactions from patents (1976-2016). (1) Given the product [F:26][C:27]1[CH:28]=[CH:29][C:30]([C:31](/[N:33]=[C:34]2/[N:13]([C@H:14]3[CH2:19][CH2:18][C@@H:17]([C:20](=[O:21])[NH:22][CH:23]([CH3:25])[CH3:24])[CH2:16][CH2:15]3)[C:3]3[CH:4]=[C:5]([O:8][CH2:9][CH2:10][O:11][CH3:12])[N:6]=[CH:7][C:2]=3[NH:1]/2)=[O:32])=[CH:36][CH:37]=1, predict the reactants needed to synthesize it. The reactants are: [NH2:1][C:2]1[C:3]([NH:13][C@@H:14]2[CH2:19][CH2:18][C@H:17]([C:20]([NH:22][CH:23]([CH3:25])[CH3:24])=[O:21])[CH2:16][CH2:15]2)=[CH:4][C:5]([O:8][CH2:9][CH2:10][O:11][CH3:12])=[N:6][CH:7]=1.[F:26][C:27]1[CH:37]=[CH:36][C:30]([C:31]([N:33]=[C:34]=S)=[O:32])=[CH:29][CH:28]=1.CCN(C(C)C)C(C)C.C(Cl)CCl. (2) Given the product [CH3:1][C:2]([CH2:12][CH2:13][CH2:14][CH:15]([CH3:22])[CH2:16][CH2:17][CH2:18][CH:19]([CH3:21])[CH3:20])=[CH:3][C:4]([O:6][CH2:7][CH:8]([CH2:10][OH:11])[OH:9])=[O:5].[OH2:5], predict the reactants needed to synthesize it. The reactants are: [CH3:1][C:2]([CH2:12][CH2:13][CH2:14][CH:15]([CH3:22])[CH2:16][CH2:17][CH2:18][CH:19]([CH3:21])[CH3:20])=[CH:3][C:4]([O:6][CH2:7][CH:8]([CH2:10][OH:11])[OH:9])=[O:5]. (3) Given the product [CH3:17][S:18]([O:9][CH2:8][CH2:7][CH:4]1[CH2:5][CH2:6][O:1][CH2:2][CH2:3]1)(=[O:20])=[O:19], predict the reactants needed to synthesize it. The reactants are: [O:1]1[CH2:6][CH2:5][CH:4]([CH2:7][CH2:8][OH:9])[CH2:3][CH2:2]1.C(N(CC)CC)C.[CH3:17][S:18](Cl)(=[O:20])=[O:19]. (4) Given the product [F:1][C:2]1[CH:7]=[CH:6][CH:5]=[CH:4][C:3]=1[N:8]1[C:12]([C:13]2[CH:14]=[CH:15][N:16]=[CH:17][CH:18]=2)=[C:11]([C:19]2[O:23][N:22]=[C:21]([C:24]3[CH:25]=[CH:26][C:27]([CH2:28][N:32]4[CH2:36][CH2:35][CH2:34][C@H:33]4[C:37]([OH:39])=[O:38])=[CH:30][CH:31]=3)[N:20]=2)[N:10]=[N:9]1, predict the reactants needed to synthesize it. The reactants are: [F:1][C:2]1[CH:7]=[CH:6][CH:5]=[CH:4][C:3]=1[N:8]1[C:12]([C:13]2[CH:18]=[CH:17][N:16]=[CH:15][CH:14]=2)=[C:11]([C:19]2[O:23][N:22]=[C:21]([C:24]3[CH:31]=[CH:30][C:27]([CH:28]=O)=[CH:26][CH:25]=3)[N:20]=2)[N:10]=[N:9]1.[NH:32]1[CH2:36][CH2:35][CH2:34][C@H:33]1[C:37]([OH:39])=[O:38]. (5) Given the product [CH:22]1([CH:21]=[C:20]([C:27]2[CH:32]=[CH:31][C:30]([C:33]([OH:36])([CH3:34])[CH3:35])=[CH:29][CH:28]=2)[C:11]2[NH:10][C:14]3=[N:15][CH:16]=[C:17]([F:19])[CH:18]=[C:13]3[CH:12]=2)[CH2:26][CH2:25][CH2:24][CH2:23]1, predict the reactants needed to synthesize it. The reactants are: C1(S([N:10]2[C:14]3=[N:15][CH:16]=[C:17]([F:19])[CH:18]=[C:13]3[CH:12]=[C:11]2[C:20]([C:27]2[CH:32]=[CH:31][C:30]([C:33]([OH:36])([CH3:35])[CH3:34])=[CH:29][CH:28]=2)=[CH:21][CH:22]2[CH2:26][CH2:25][CH2:24][CH2:23]2)(=O)=O)C=CC=CC=1.[OH-].[Na+].N. (6) Given the product [NH2:36][CH2:35][C@@H:34]1[CH2:33][C:32]2[C:27](=[CH:28][CH:29]=[CH:30][CH:31]=2)[CH2:26][N:25]1[C:23]([C:22]1[CH:44]=[CH:45][CH:46]=[CH:47][C:21]=1[N:12]1[C:13]2[C:18](=[CH:17][CH:16]=[C:15]([O:19][CH3:20])[CH:14]=2)[C:10]([C:8]([N:7]([C:48]2[CH:53]=[CH:52][CH:51]=[CH:50][CH:49]=2)[C:1]2[CH:6]=[CH:5][CH:4]=[CH:3][CH:2]=2)=[O:9])=[N:11]1)=[O:24], predict the reactants needed to synthesize it. The reactants are: [C:1]1([N:7]([C:48]2[CH:53]=[CH:52][CH:51]=[CH:50][CH:49]=2)[C:8]([C:10]2[C:18]3[C:13](=[CH:14][C:15]([O:19][CH3:20])=[CH:16][CH:17]=3)[N:12]([C:21]3[CH:47]=[CH:46][CH:45]=[CH:44][C:22]=3[C:23]([N:25]3[C@H:34]([CH2:35][NH:36]C(=O)OC(C)(C)C)[CH2:33][C:32]4[C:27](=[CH:28][CH:29]=[CH:30][CH:31]=4)[CH2:26]3)=[O:24])[N:11]=2)=[O:9])[CH:6]=[CH:5][CH:4]=[CH:3][CH:2]=1.[OH-].[Na+]. (7) Given the product [I:61][C:57]1[CH:56]=[C:55]([NH:54][C:52](=[O:53])[CH2:51][N:47]2[CH:48]=[CH:49][N:50]=[C:46]2[CH2:44][N:11]([CH2:12][C:13]2[N:14]([CH2:18][C:19]([N:21]([CH2:30][C:31]([O:33][C:34]([CH3:37])([CH3:36])[CH3:35])=[O:32])[CH2:22][C:23]([O:25][C:26]([CH3:27])([CH3:28])[CH3:29])=[O:24])=[O:20])[CH:15]=[CH:16][N:17]=2)[CH2:10][CH2:9][C:8]2[CH:38]=[CH:39][C:5]([S:1](=[O:3])(=[O:4])[NH2:2])=[CH:6][CH:7]=2)[CH:60]=[CH:59][CH:58]=1, predict the reactants needed to synthesize it. The reactants are: [S:1]([C:5]1[CH:39]=[CH:38][C:8]([CH2:9][CH2:10][NH:11][CH2:12][C:13]2[N:14]([CH2:18][C:19]([N:21]([CH2:30][C:31]([O:33][C:34]([CH3:37])([CH3:36])[CH3:35])=[O:32])[CH2:22][C:23]([O:25][C:26]([CH3:29])([CH3:28])[CH3:27])=[O:24])=[O:20])[CH:15]=[CH:16][N:17]=2)=[CH:7][CH:6]=1)(=[O:4])(=[O:3])[NH2:2].CC(O)=O.[CH:44]([C:46]1[N:47]([CH2:51][C:52]([NH:54][C:55]2[CH:60]=[CH:59][CH:58]=[C:57]([I:61])[CH:56]=2)=[O:53])[CH:48]=[CH:49][N:50]=1)=O.[BH-](OC(C)=O)(OC(C)=O)OC(C)=O.[Na+]. (8) Given the product [Cl:41][C:10]1[C:9]([C:18]2[C:19]([F:38])=[CH:20][C:21]([O:22][CH2:23][CH2:24][CH2:25][N:26]([CH3:34])[C:27](=[O:33])[O:28][C:29]([CH3:30])([CH3:32])[CH3:31])=[CH:35][C:36]=2[F:37])=[C:8]([CH:1]2[CH2:7][CH2:6][CH2:5][CH2:4][CH2:3][CH2:2]2)[N:13]2[N:14]=[CH:15][N:16]=[C:12]2[N:11]=1, predict the reactants needed to synthesize it. The reactants are: [CH:1]1([C:8]2[N:13]3[N:14]=[CH:15][N:16]=[C:12]3[N:11]=[C:10](O)[C:9]=2[C:18]2[C:36]([F:37])=[CH:35][C:21]([O:22][CH2:23][CH2:24][CH2:25][N:26]([CH3:34])[C:27](=[O:33])[O:28][C:29]([CH3:32])([CH3:31])[CH3:30])=[CH:20][C:19]=2[F:38])[CH2:7][CH2:6][CH2:5][CH2:4][CH2:3][CH2:2]1.P(Cl)(Cl)([Cl:41])=O.C(N(CC)C1C=CC=CC=1)C. (9) Given the product [Cl:20][C:21]1[CH:22]=[CH:23][C:24]([CH2:25][N:26]2[C:34]3[C:29](=[CH:30][C:31]([C:35]([N:36]([CH3:38])[CH3:37])=[O:39])=[CH:32][CH:33]=3)[C:28]([C:40](=[O:46])[C:41]([NH:9][C:7]3[CH:6]=[CH:5][N:4]=[C:3]([O:2][CH3:1])[CH:8]=3)=[O:42])=[C:27]2[CH3:47])=[CH:48][CH:49]=1, predict the reactants needed to synthesize it. The reactants are: [CH3:1][O:2][C:3]1[CH:8]=[C:7]([NH2:9])[CH:6]=[CH:5][N:4]=1.C[Si]([N-][Si](C)(C)C)(C)C.[Li+].[Cl:20][C:21]1[CH:49]=[CH:48][C:24]([CH2:25][N:26]2[C:34]3[C:29](=[CH:30][C:31]([C:35](=[O:39])[N:36]([CH3:38])[CH3:37])=[CH:32][CH:33]=3)[C:28]([C:40](=[O:46])[C:41](OCC)=[O:42])=[C:27]2[CH3:47])=[CH:23][CH:22]=1.COC1C=C(C(N)=O)C=CN=1.[Li].C(P1(=O)OP(CCC)(=O)OP(CCC)(=O)O1)CC. (10) Given the product [OH:1][CH2:2][C@@H:3]([NH:11][C:12]1[CH:17]=[CH:16][NH:15][C:14](=[O:18])[C:13]=1[C:19]1[NH:23][C:22]2[CH:24]=[C:25]([N:29]3[CH2:30][CH2:31][N:32]([CH:36]([CH3:38])[CH3:35])[CH2:33][CH2:34]3)[CH:26]=[C:27]([CH3:28])[C:21]=2[N:20]=1)[CH2:4][C:5]1[CH:6]=[CH:7][CH:8]=[CH:9][CH:10]=1, predict the reactants needed to synthesize it. The reactants are: [OH:1][CH2:2][C@@H:3]([NH:11][C:12]1[CH:17]=[CH:16][NH:15][C:14](=[O:18])[C:13]=1[C:19]1[NH:23][C:22]2[CH:24]=[C:25]([N:29]3[CH2:34][CH2:33][NH:32][CH2:31][CH2:30]3)[CH:26]=[C:27]([CH3:28])[C:21]=2[N:20]=1)[CH2:4][C:5]1[CH:10]=[CH:9][CH:8]=[CH:7][CH:6]=1.[CH3:35][C:36]([CH3:38])=O.C1COCC1.[BH3-]C#N.[Na+].